Dataset: Forward reaction prediction with 1.9M reactions from USPTO patents (1976-2016). Task: Predict the product of the given reaction. The product is: [NH:12]1[C:13]2[C:18](=[CH:17][CH:16]=[CH:15][CH:14]=2)[C:10]([C:8](=[O:9])[CH:26]([NH:33][C:34]2[CH:39]=[N:38][CH:37]=[C:36]([O:40][CH3:41])[N:35]=2)[C:27]2[CH:32]=[CH:31][CH:30]=[CH:29][CH:28]=2)=[CH:11]1. Given the reactants C(N(CC)CC)C.[CH:8]([C:10]1[C:18]2[C:13](=[CH:14][CH:15]=[CH:16][CH:17]=2)[N:12](C(OC(C)(C)C)=O)[CH:11]=1)=[O:9].[CH:26](=[N:33][C:34]1[CH:39]=[N:38][CH:37]=[C:36]([O:40][CH3:41])[N:35]=1)[C:27]1[CH:32]=[CH:31][CH:30]=[CH:29][CH:28]=1, predict the reaction product.